Task: Regression. Given a peptide amino acid sequence and an MHC pseudo amino acid sequence, predict their binding affinity value. This is MHC class I binding data.. Dataset: Peptide-MHC class I binding affinity with 185,985 pairs from IEDB/IMGT (1) The peptide sequence is NRAKQVIKL. The MHC is Mamu-B1001 with pseudo-sequence Mamu-B1001. The binding affinity (normalized) is 0.569. (2) The peptide sequence is KYQLKHIVW. The MHC is HLA-A31:01 with pseudo-sequence HLA-A31:01. The binding affinity (normalized) is 0.173. (3) The peptide sequence is GQPHSLASL. The MHC is BoLA-AW10 with pseudo-sequence BoLA-AW10. The binding affinity (normalized) is 0.258. (4) The peptide sequence is CVRLNNPVI. The MHC is HLA-A68:02 with pseudo-sequence HLA-A68:02. The binding affinity (normalized) is 0.107. (5) The peptide sequence is FSMGLLCLTL. The MHC is HLA-B53:01 with pseudo-sequence HLA-B53:01. The binding affinity (normalized) is 0.463. (6) The peptide sequence is RQGLERALL. The MHC is HLA-B54:01 with pseudo-sequence HLA-B54:01. The binding affinity (normalized) is 0.0334. (7) The peptide sequence is DRFYKTLRA. The MHC is HLA-A02:02 with pseudo-sequence HLA-A02:02. The binding affinity (normalized) is 0. (8) The peptide sequence is SLLNATDIAV. The MHC is HLA-A26:01 with pseudo-sequence HLA-A26:01. The binding affinity (normalized) is 0. (9) The peptide sequence is ITSQDVLHSW. The MHC is HLA-B46:01 with pseudo-sequence HLA-B46:01. The binding affinity (normalized) is 0.0604. (10) The peptide sequence is VKDSSLLN. The MHC is H-2-Db with pseudo-sequence H-2-Db. The binding affinity (normalized) is 0.257.